This data is from Reaction yield outcomes from USPTO patents with 853,638 reactions. The task is: Predict the reaction yield, written as a fraction of the theoretical maximum amount of product (1.0 means a 100% yield; for example, 0.34 means a 34% yield). (1) The reactants are Cl[C:2]1[N:7]=[CH:6][C:5]([S:8]([NH2:11])(=[O:10])=[O:9])=[CH:4][CH:3]=1.[CH3:12][O:13][CH2:14][CH2:15][CH2:16][NH2:17]. No catalyst specified. The product is [CH3:12][O:13][CH2:14][CH2:15][CH2:16][NH:17][C:2]1[N:7]=[CH:6][C:5]([S:8]([NH2:11])(=[O:10])=[O:9])=[CH:4][CH:3]=1. The yield is 0.780. (2) The reactants are Cl[C:2]1[N:7]=[C:6]([NH:8][C:9]2[CH:10]=[C:11]3[C:15](=[CH:16][CH:17]=2)[NH:14][N:13]=[CH:12]3)[C:5]([CH3:18])=[CH:4][N:3]=1.[CH3:19][O:20][C:21]1[CH:22]=[C:23]2[C:27](=[CH:28][CH:29]=1)[CH2:26][NH:25][CH2:24]2.CCN(C(C)C)C(C)C. The catalyst is CN(C=O)C. The product is [CH3:19][O:20][C:21]1[CH:22]=[C:23]2[C:27](=[CH:28][CH:29]=1)[CH2:26][N:25]([C:2]1[N:7]=[C:6]([NH:8][C:9]3[CH:10]=[C:11]4[C:15](=[CH:16][CH:17]=3)[NH:14][N:13]=[CH:12]4)[C:5]([CH3:18])=[CH:4][N:3]=1)[CH2:24]2. The yield is 0.270. (3) The reactants are [CH2:1]([O:3][C:4](=[O:23])[C:5]([OH:22])([C:18]([F:21])([F:20])[F:19])[CH2:6][C:7]([C:9]1[CH:14]=[C:13]([F:15])[CH:12]=[CH:11][C:10]=1[O:16][CH3:17])=[CH2:8])[CH3:2].II.I[CH2:27]I. The catalyst is CCOCC.CCOC(C)=O.[Cu].[Zn]. The product is [CH2:1]([O:3][C:4](=[O:23])[C:5]([CH2:6][C:7]1([C:9]2[CH:14]=[C:13]([F:15])[CH:12]=[CH:11][C:10]=2[O:16][CH3:17])[CH2:27][CH2:8]1)([OH:22])[C:18]([F:19])([F:20])[F:21])[CH3:2]. The yield is 0.760. (4) The reactants are [F:1][C:2]([F:21])([C:11]1[CH:16]=[CH:15][C:14]([C:17]([F:20])([F:19])[F:18])=[CH:13][N:12]=1)[CH2:3][N:4]1[CH2:9][CH2:8][CH:7]([NH2:10])[CH2:6][CH2:5]1.Cl[C:23]1[C:24]2[CH:31]=[CH:30][NH:29][C:25]=2[N:26]=[CH:27][N:28]=1.CCN(C(C)C)C(C)C. The catalyst is C(O)CCC. The product is [F:21][C:2]([F:1])([C:11]1[CH:16]=[CH:15][C:14]([C:17]([F:18])([F:19])[F:20])=[CH:13][N:12]=1)[CH2:3][N:4]1[CH2:5][CH2:6][CH:7]([NH:10][C:23]2[C:24]3[CH:31]=[CH:30][NH:29][C:25]=3[N:26]=[CH:27][N:28]=2)[CH2:8][CH2:9]1. The yield is 0.340. (5) The reactants are [CH3:1][O:2][C:3](=[O:10])[CH2:4][C:5](=[CH2:9])[C:6]([OH:8])=[O:7]. The catalyst is CO.[Pd]. The product is [CH3:1][O:2][C:3](=[O:10])[CH2:4][CH:5]([CH3:9])[C:6]([OH:8])=[O:7]. The yield is 0.960. (6) The reactants are [C:1]([O:5][C:6](=[O:21])[CH2:7][O:8][C:9]1[C:14]2[CH2:15][CH2:16][CH2:17][CH2:18][CH:19]([NH2:20])[C:13]=2[CH:12]=[CH:11][CH:10]=1)([CH3:4])([CH3:3])[CH3:2].[C:22]1([C:28]2[CH:29]=[C:30]([S:34](Cl)(=[O:36])=[O:35])[CH:31]=[CH:32][CH:33]=2)[CH:27]=[CH:26][CH:25]=[CH:24][CH:23]=1.C(N(C(C)C)CC)(C)C. The catalyst is C(Cl)Cl. The product is [C:1]([O:5][C:6](=[O:21])[CH2:7][O:8][C:9]1[C:14]2[CH2:15][CH2:16][CH2:17][CH2:18][CH:19]([NH:20][S:34]([C:30]3[CH:29]=[C:28]([C:22]4[CH:23]=[CH:24][CH:25]=[CH:26][CH:27]=4)[CH:33]=[CH:32][CH:31]=3)(=[O:36])=[O:35])[C:13]=2[CH:12]=[CH:11][CH:10]=1)([CH3:4])([CH3:2])[CH3:3]. The yield is 0.370. (7) The reactants are OO.C([C@@H]1COC(=O)N1[C:16](=[O:44])[C@H:17]([CH2:21][S:22]([N:25]1[CH2:30][CH2:29][N:28]([C:31]2[N:36]=[CH:35][C:34]([C:37]3[CH:42]=[CH:41][C:40]([F:43])=[CH:39][CH:38]=3)=[CH:33][N:32]=2)[CH2:27][CH2:26]1)(=[O:24])=[O:23])[CH:18]([CH3:20])[CH3:19])C1C=CC=CC=1.O.[OH-].[Li+].S([O-])([O-])=[O:49].[Na+].[Na+]. The catalyst is O.[OH-].[Na+]. The product is [F:43][C:40]1[CH:39]=[CH:38][C:37]([C:34]2[CH:35]=[N:36][C:31]([N:28]3[CH2:27][CH2:26][N:25]([S:22]([CH2:21][C@H:17]([CH:18]([CH3:19])[CH3:20])[C:16]([OH:49])=[O:44])(=[O:23])=[O:24])[CH2:30][CH2:29]3)=[N:32][CH:33]=2)=[CH:42][CH:41]=1. The yield is 0.740.